From a dataset of Forward reaction prediction with 1.9M reactions from USPTO patents (1976-2016). Predict the product of the given reaction. (1) Given the reactants [Cl:1][S:2]([OH:5])(=O)=[O:3].[Cl:6][C:7]1[CH:20]=[CH:19][C:18]([Cl:21])=[CH:17][C:8]=1[C:9]([C:11]1[CH:16]=[CH:15][CH:14]=[CH:13][CH:12]=1)=[O:10], predict the reaction product. The product is: [Cl:6][C:7]1[CH:20]=[CH:19][C:18]([Cl:21])=[CH:17][C:8]=1[C:9]([C:11]1[CH:16]=[C:15]([S:2]([Cl:1])(=[O:5])=[O:3])[CH:14]=[CH:13][CH:12]=1)=[O:10]. (2) Given the reactants C([O:3][C:4](=[O:42])[CH2:5][CH:6]1[CH2:11][CH2:10][N:9]([C:12]([N:14]2[CH2:18][C@@H:17]([CH2:19][C:20]([CH3:23])([CH3:22])[CH3:21])[C@@:16]([C:26]3[CH:31]=[CH:30][C:29]([Cl:32])=[CH:28][C:27]=3[F:33])([C:24]#[N:25])[C@H:15]2[C:34]2[CH:39]=[CH:38][CH:37]=[C:36]([Cl:40])[C:35]=2[F:41])=[O:13])[CH2:8][CH2:7]1)C.[Li+].[OH-], predict the reaction product. The product is: [Cl:40][C:36]1[C:35]([F:41])=[C:34]([C@@H:15]2[C@:16]([C:26]3[CH:31]=[CH:30][C:29]([Cl:32])=[CH:28][C:27]=3[F:33])([C:24]#[N:25])[C@H:17]([CH2:19][C:20]([CH3:21])([CH3:22])[CH3:23])[CH2:18][N:14]2[C:12]([N:9]2[CH2:8][CH2:7][CH:6]([CH2:5][C:4]([OH:42])=[O:3])[CH2:11][CH2:10]2)=[O:13])[CH:39]=[CH:38][CH:37]=1. (3) Given the reactants [C:1]([N:4]1[CH2:8][CH2:7][C:6]2([C:16]3[C:11](=[CH:12][CH:13]=[C:14]([CH:17]=[O:18])[CH:15]=3)[N:10]([C:19]([NH:21][C:22]3[S:23][C:24]([Cl:27])=[CH:25][N:26]=3)=[O:20])[CH2:9]2)[CH2:5]1)(=[O:3])[CH3:2].CC(=CC)C.P([O-])(O)(O)=[O:34].[Na+].Cl([O-])=O.[Na+].[Cl-].[NH4+], predict the reaction product. The product is: [C:1]([N:4]1[CH2:8][CH2:7][C:6]2([C:16]3[C:11](=[CH:12][CH:13]=[C:14]([C:17]([OH:34])=[O:18])[CH:15]=3)[N:10]([C:19](=[O:20])[NH:21][C:22]3[S:23][C:24]([Cl:27])=[CH:25][N:26]=3)[CH2:9]2)[CH2:5]1)(=[O:3])[CH3:2]. (4) Given the reactants [OH:1][CH2:2][C:3]1[CH:4]=[C:5]([CH3:42])[C:6]([CH2:22][C:23]2[N:27](COCC[Si](C)(C)C)[C:26]3[CH:36]=[CH:37][C:38]([C:40]#[N:41])=[CH:39][C:25]=3[N:24]=2)=[C:7]2[C:11]=1[N:10]([S:12]([C:15]1[CH:21]=[CH:20][C:18]([CH3:19])=[CH:17][CH:16]=1)(=[O:14])=[O:13])[CH:9]=[CH:8]2.OCC1C=C(C)C(CC2N(COCC[Si](C)(C)C)C3C=C(C#N)C=CC=3N=2)=C2C=1N(S(C1C=CC(C)=CC=1)(=O)=O)C=C2.B(F)(F)F.CCOCC, predict the reaction product. The product is: [OH:1][CH2:2][C:3]1[CH:4]=[C:5]([CH3:42])[C:6]([CH2:22][C:23]2[NH:27][C:26]3[CH:36]=[CH:37][C:38]([C:40]#[N:41])=[CH:39][C:25]=3[N:24]=2)=[C:7]2[C:11]=1[N:10]([S:12]([C:15]1[CH:21]=[CH:20][C:18]([CH3:19])=[CH:17][CH:16]=1)(=[O:14])=[O:13])[CH:9]=[CH:8]2. (5) Given the reactants [CH3:1][O:2][C:3]1[C:4]2[CH:11]=[CH:10][N:9]([C@@H:12]3[O:17][C@H:16]([CH2:18][OH:19])[CH2:15][C@H:13]3[OH:14])[C:5]=2[N:6]=[CH:7][N:8]=1.[I:20]N1C(=O)CCC1=O, predict the reaction product. The product is: [CH3:1][O:2][C:3]1[C:4]2[C:11]([I:20])=[CH:10][N:9]([C@@H:12]3[O:17][C@H:16]([CH2:18][OH:19])[CH2:15][C@H:13]3[OH:14])[C:5]=2[N:6]=[CH:7][N:8]=1. (6) Given the reactants [CH2:1]([C:13]1[CH:18]=[C:17]([CH2:19][CH3:20])[C:16]([NH2:21])=[C:15]([CH2:22][CH3:23])[CH:14]=1)[C:2]1[CH:7]=[C:6]([CH2:8][CH3:9])[C:5]([NH2:10])=[C:4]([CH2:11][CH3:12])[CH:3]=1, predict the reaction product. The product is: [CH:1]([NH:21][C:16]1[C:17]([CH2:19][CH3:20])=[CH:18][C:13]([CH2:1][C:2]2[CH:7]=[C:6]([CH2:8][CH3:9])[C:5]([NH:10][CH:4]([CH2:5][CH3:6])[CH3:11])=[C:4]([CH2:11][CH3:12])[CH:3]=2)=[CH:14][C:15]=1[CH2:22][CH3:23])([CH2:2][CH3:3])[CH3:13]. (7) Given the reactants [CH2:1]([N:8]1[CH:16]=[N:15][C:14]2[C:9]1=[N:10][C:11]([NH:28][NH2:29])=[N:12][C:13]=2[N:17]([C:21]1[CH:26]=[CH:25][C:24]([F:27])=[CH:23][CH:22]=1)[C:18](=[O:20])[OH:19])[C:2]1[CH:7]=[CH:6][CH:5]=[CH:4][CH:3]=1.[CH3:30][C:31](=O)[CH2:32][C:33](=O)[CH3:34], predict the reaction product. The product is: [C:2]([O:20][C:18](=[O:19])[N:17]([C:13]1[N:12]=[C:11]([N:28]2[C:31]([CH3:30])=[CH:32][C:33]([CH3:34])=[N:29]2)[N:10]=[C:9]2[C:14]=1[N:15]=[CH:16][N:8]2[CH2:1][C:2]1[CH:3]=[CH:4][CH:5]=[CH:6][CH:7]=1)[C:21]1[CH:22]=[CH:23][C:24]([F:27])=[CH:25][CH:26]=1)([CH3:7])([CH3:3])[CH3:1].